This data is from Forward reaction prediction with 1.9M reactions from USPTO patents (1976-2016). The task is: Predict the product of the given reaction. (1) Given the reactants [CH3:1][O:2][C:3]1[CH:4]=[C:5]([C:11]2[C:16]([C:17]3[CH:22]=[CH:21][CH:20]=[CH:19][C:18]=3[F:23])=[CH:15][N:14]=[C:13]([CH3:24])[C:12]=2[C:25]2[CH:30]=[CH:29][C:28]([F:31])=[CH:27][CH:26]=2)[CH:6]=[C:7]([O:9][CH3:10])[CH:8]=1.ClC1C=C(C=CC=1)C(OO)=[O:37], predict the reaction product. The product is: [CH3:1][O:2][C:3]1[CH:4]=[C:5]([C:11]2[C:16]([C:17]3[CH:22]=[CH:21][CH:20]=[CH:19][C:18]=3[F:23])=[CH:15][N+:14]([O-:37])=[C:13]([CH3:24])[C:12]=2[C:25]2[CH:26]=[CH:27][C:28]([F:31])=[CH:29][CH:30]=2)[CH:6]=[C:7]([O:9][CH3:10])[CH:8]=1. (2) Given the reactants C(O)(=O)C.[Cl:5][C:6]1[CH:7]=[C:8]([C:13]2([C:28]([F:31])([F:30])[F:29])[O:17][N:16]=[C:15]([C:18]3[CH:19]=[CH:20][C:21]([CH3:27])=[C:22]([N+:24]([O-])=O)[CH:23]=3)[CH2:14]2)[CH:9]=[C:10]([Cl:12])[CH:11]=1, predict the reaction product. The product is: [Cl:5][C:6]1[CH:7]=[C:8]([C:13]2([C:28]([F:30])([F:29])[F:31])[O:17][N:16]=[C:15]([C:18]3[CH:19]=[CH:20][C:21]([CH3:27])=[C:22]([CH:23]=3)[NH2:24])[CH2:14]2)[CH:9]=[C:10]([Cl:12])[CH:11]=1. (3) The product is: [CH2:1]([O:8][C:9]1[CH:10]=[CH:11][C:12](/[CH:33]=[CH:32]/[C:31]([O:35][CH2:36][C:37]2[CH:42]=[CH:41][CH:40]=[CH:39][CH:38]=2)=[O:34])=[C:13]([C:15]2[CH2:19][C:18]([CH2:25][C:26]([O:28][CH3:29])=[O:27])([CH2:20][C:21](=[O:22])[O:23][CH3:24])[O:17][N:16]=2)[CH:14]=1)[C:2]1[CH:7]=[CH:6][CH:5]=[CH:4][CH:3]=1. Given the reactants [CH2:1]([O:8][C:9]1[CH:10]=[CH:11][C:12](Br)=[C:13]([C:15]2[CH2:19][C:18]([CH2:25][C:26]([O:28][CH3:29])=[O:27])([CH2:20][C:21]([O:23][CH3:24])=[O:22])[O:17][N:16]=2)[CH:14]=1)[C:2]1[CH:7]=[CH:6][CH:5]=[CH:4][CH:3]=1.[C:31]([O:35][CH2:36][C:37]1[CH:42]=[CH:41][CH:40]=[CH:39][CH:38]=1)(=[O:34])[CH:32]=[CH2:33].CC1C=CC=CC=1P(C1C=CC=CC=1C)C1C=CC=CC=1C.C(N(CC)CC)C, predict the reaction product. (4) Given the reactants [CH3:1][N:2]([CH3:12])[C:3]1[CH:4]=[C:5]([CH:9]=[CH:10][CH:11]=1)[C:6](O)=[O:7].C(Cl)(=O)C([Cl:16])=O.CN(C=O)C, predict the reaction product. The product is: [ClH:16].[CH3:1][N:2]([CH3:12])[C:3]1[CH:4]=[C:5]([CH:9]=[CH:10][CH:11]=1)[C:6]([Cl:16])=[O:7]. (5) Given the reactants [CH3:1][C:2]1[CH:15]=[C:14]([N+:16]([O-:18])=[O:17])[CH:13]=[CH:12][C:3]=1[C:4]([CH:6]1[CH2:10][CH2:9][CH2:8][C:7]1=O)=O.CC(O)=O.[CH:23]([NH2:25])=[NH:24], predict the reaction product. The product is: [CH3:1][C:2]1[CH:15]=[C:14]([N+:16]([O-:18])=[O:17])[CH:13]=[CH:12][C:3]=1[C:4]1[C:6]2[CH2:10][CH2:9][CH2:8][C:7]=2[N:25]=[CH:23][N:24]=1. (6) Given the reactants [N+:1]([C:4]1[CH:5]=[C:6]([CH2:14][C:15]([OH:17])=[O:16])[CH:7]=[C:8]([N+:11]([O-:13])=[O:12])[C:9]=1[OH:10])([O-:3])=[O:2].S(=O)(=O)(O)O.[CH3:23]O, predict the reaction product. The product is: [N+:1]([C:4]1[CH:5]=[C:6]([CH2:14][C:15]([O:17][CH3:23])=[O:16])[CH:7]=[C:8]([N+:11]([O-:13])=[O:12])[C:9]=1[OH:10])([O-:3])=[O:2]. (7) The product is: [Si:25]([O:24][C@@H:14]1[C@H:13]([O:32][Si:33]([C:36]([CH3:37])([CH3:38])[CH3:39])([CH3:35])[CH3:34])[C@@H:12]([CH2:11][OH:10])[O:16][C@H:15]1[N:17]1[CH:22]=[CH:21][CH:20]=[N:19][C:18]1=[O:23])([C:28]([CH3:29])([CH3:30])[CH3:31])([CH3:26])[CH3:27]. Given the reactants COC1C=CC(C(C2C=CC(OC)=CC=2)(C2C=CC=CC=2)[O:10][CH2:11][C@H:12]2[O:16][C@@H:15]([N:17]3[CH:22]=[CH:21][CH:20]=[N:19][C:18]3=[O:23])[C@H:14]([O:24][Si:25]([C:28]([CH3:31])([CH3:30])[CH3:29])([CH3:27])[CH3:26])[C@@H:13]2[O:32][Si:33]([C:36]([CH3:39])([CH3:38])[CH3:37])([CH3:35])[CH3:34])=CC=1.C(O)(C(F)(F)F)=O, predict the reaction product. (8) Given the reactants N1N=C(C2C=CC=CC=2C(N2CC3CN(C(OC(C)(C)C)=O)CC3C2)=O)NC=1.[CH3:29][C:30]1[CH:35]=[C:34]([CH3:36])[N:33]=[C:32]([N:37]2[CH2:44][CH:43]3[CH:39]([CH2:40][NH:41][CH2:42]3)[CH2:38]2)[N:31]=1.CC(O)=O.C(OC(N1CC2C(CNC2)C1)=O)(C)(C)C.[F:64][C:65]1[CH:73]=[CH:72][CH:71]=[C:70]([C:74]2[N:78]=[CH:77][NH:76][N:75]=2)[C:66]=1[C:67](O)=[O:68].N1N=C(C2C=CC=CC=2C(O)=O)NC=1, predict the reaction product. The product is: [CH3:29][C:30]1[CH:35]=[C:34]([CH3:36])[N:33]=[C:32]([N:37]2[CH2:44][CH:43]3[CH:39]([CH2:40][N:41]([C:67]([C:66]4[C:70]([C:74]5[NH:75][N:76]=[CH:77][N:78]=5)=[CH:71][CH:72]=[CH:73][C:65]=4[F:64])=[O:68])[CH2:42]3)[CH2:38]2)[N:31]=1. (9) Given the reactants [CH:1]1([CH2:4][N:5]2[CH:13]=[C:12]3[C:7]([C:8]([CH:15]([O:17][CH2:18][C:19]4([C:32]5[CH:37]=[CH:36][C:35]([F:38])=[CH:34][CH:33]=5)[CH2:24][CH2:23][N:22]([C:25](OC(C)(C)C)=O)[CH2:21][CH2:20]4)[CH3:16])=[CH:9][C:10]([CH3:14])=[CH:11]3)=[N:6]2)[CH2:3][CH2:2]1.C([BH3-])#N.[Na+].C=O, predict the reaction product. The product is: [CH:1]1([CH2:4][N:5]2[CH:13]=[C:12]3[C:7]([C:8]([CH:15]([O:17][CH2:18][C:19]4([C:32]5[CH:33]=[CH:34][C:35]([F:38])=[CH:36][CH:37]=5)[CH2:24][CH2:23][N:22]([CH3:25])[CH2:21][CH2:20]4)[CH3:16])=[CH:9][C:10]([CH3:14])=[CH:11]3)=[N:6]2)[CH2:3][CH2:2]1.